This data is from Full USPTO retrosynthesis dataset with 1.9M reactions from patents (1976-2016). The task is: Predict the reactants needed to synthesize the given product. (1) Given the product [C:19]([C:23]1[O:27][N:26]=[C:25]([C:28]([NH:1][C@@H:2]([CH3:18])[CH2:3][N:4]2[CH:8]=[CH:7][C:6]([C:9]3[CH:16]=[CH:15][C:12]([C:13]#[N:14])=[C:11]([Cl:17])[CH:10]=3)=[N:5]2)=[O:29])[CH:24]=1)([CH3:22])([CH3:20])[CH3:21], predict the reactants needed to synthesize it. The reactants are: [NH2:1][C@@H:2]([CH3:18])[CH2:3][N:4]1[CH:8]=[CH:7][C:6]([C:9]2[CH:16]=[CH:15][C:12]([C:13]#[N:14])=[C:11]([Cl:17])[CH:10]=2)=[N:5]1.[C:19]([C:23]1[O:27][N:26]=[C:25]([C:28](O)=[O:29])[CH:24]=1)([CH3:22])([CH3:21])[CH3:20]. (2) Given the product [Br:1][C:2]1[C:3]([CH3:20])=[C:4]([N:8]2[C:17](=[O:18])[C:16]3[C:11](=[CH:12][CH:13]=[CH:14][CH:15]=3)[N:10]([CH3:21])[C:9]2=[O:19])[CH:5]=[CH:6][CH:7]=1, predict the reactants needed to synthesize it. The reactants are: [Br:1][C:2]1[C:3]([CH3:20])=[C:4]([N:8]2[C:17](=[O:18])[C:16]3[C:11](=[CH:12][CH:13]=[CH:14][CH:15]=3)[NH:10][C:9]2=[O:19])[CH:5]=[CH:6][CH:7]=1.[C:21]([O-])([O-])=O.[Cs+].[Cs+].IC.